This data is from Merck oncology drug combination screen with 23,052 pairs across 39 cell lines. The task is: Regression. Given two drug SMILES strings and cell line genomic features, predict the synergy score measuring deviation from expected non-interaction effect. (1) Cell line: UWB1289BRCA1. Drug 1: NC1CCCCC1N.O=C(O)C(=O)O.[Pt+2]. Synergy scores: synergy=-8.99. Drug 2: CCc1cnn2c(NCc3ccc[n+]([O-])c3)cc(N3CCCCC3CCO)nc12. (2) Drug 1: COc1cc(C2c3cc4c(cc3C(OC3OC5COC(C)OC5C(O)C3O)C3COC(=O)C23)OCO4)cc(OC)c1O. Drug 2: COC1CC2CCC(C)C(O)(O2)C(=O)C(=O)N2CCCCC2C(=O)OC(C(C)CC2CCC(OP(C)(C)=O)C(OC)C2)CC(=O)C(C)C=C(C)C(O)C(OC)C(=O)C(C)CC(C)C=CC=CC=C1C. Cell line: NCIH1650. Synergy scores: synergy=36.0. (3) Drug 1: CCC1=CC2CN(C1)Cc1c([nH]c3ccccc13)C(C(=O)OC)(c1cc3c(cc1OC)N(C)C1C(O)(C(=O)OC)C(OC(C)=O)C4(CC)C=CCN5CCC31C54)C2. Drug 2: COC1CC2CCC(C)C(O)(O2)C(=O)C(=O)N2CCCCC2C(=O)OC(C(C)CC2CCC(OP(C)(C)=O)C(OC)C2)CC(=O)C(C)C=C(C)C(O)C(OC)C(=O)C(C)CC(C)C=CC=CC=C1C. Cell line: ES2. Synergy scores: synergy=21.5. (4) Cell line: NCIH1650. Drug 1: CC1CC2C3CCC4=CC(=O)C=CC4(C)C3(F)C(O)CC2(C)C1(O)C(=O)CO. Drug 2: C#Cc1cccc(Nc2ncnc3cc(OCCOC)c(OCCOC)cc23)c1. Synergy scores: synergy=33.1.